This data is from Full USPTO retrosynthesis dataset with 1.9M reactions from patents (1976-2016). The task is: Predict the reactants needed to synthesize the given product. (1) Given the product [Cl:1][C:2]1[CH:7]=[CH:6][C:5]([C:8]2[CH:13]=[CH:12][C:11]([O:14][CH2:30][C:31]([O:33][CH2:34][CH3:35])=[O:32])=[CH:10][CH:9]=2)=[CH:4][C:3]=1[C:15]([NH:17][CH2:18][C:19]12[CH2:28][CH:23]3[CH2:24][CH:25]([CH2:27][CH:21]([CH2:22]3)[CH2:20]1)[CH2:26]2)=[O:16], predict the reactants needed to synthesize it. The reactants are: [Cl:1][C:2]1[CH:7]=[CH:6][C:5]([C:8]2[CH:13]=[CH:12][C:11]([OH:14])=[CH:10][CH:9]=2)=[CH:4][C:3]=1[C:15]([NH:17][CH2:18][C:19]12[CH2:28][CH:23]3[CH2:24][CH:25]([CH2:27][CH:21]([CH2:22]3)[CH2:20]1)[CH2:26]2)=[O:16].Cl[CH2:30][C:31]([O:33][CH2:34][CH3:35])=[O:32].C(=O)([O-])[O-].[K+].[K+]. (2) The reactants are: Cl.Cl.Cl.[O:4]1[C:8]2=[C:9]([N:13]3[CH2:18][CH2:17][N:16]([CH2:19][CH2:20][C@H:21]4[CH2:26][CH2:25][C@H:24]([NH2:27])[CH2:23][CH2:22]4)[CH2:15][CH2:14]3)[N:10]=[CH:11][CH:12]=[C:7]2[CH2:6][CH2:5]1.[O:28]1[CH2:33][CH2:32][CH:31]([CH2:34][C:35](O)=[O:36])[CH2:30][CH2:29]1. Given the product [O:4]1[C:8]2=[C:9]([N:13]3[CH2:18][CH2:17][N:16]([CH2:19][CH2:20][C@H:21]4[CH2:26][CH2:25][C@H:24]([NH:27][C:35](=[O:36])[CH2:34][CH:31]5[CH2:32][CH2:33][O:28][CH2:29][CH2:30]5)[CH2:23][CH2:22]4)[CH2:15][CH2:14]3)[N:10]=[CH:11][CH:12]=[C:7]2[CH2:6][CH2:5]1, predict the reactants needed to synthesize it. (3) Given the product [CH2:17]([N:14]1[C:15]([CH3:16])=[C:11]([C:9]2[S:10][C:3]3[C:4](=[N:5][CH:6]=[CH:7][C:2]=3[O:35][C:27]3[CH:28]=[CH:29][C:30]([N+:32]([O-:34])=[O:33])=[CH:31][C:26]=3[F:25])[CH:8]=2)[N:12]=[CH:13]1)[CH3:18], predict the reactants needed to synthesize it. The reactants are: Cl[C:2]1[CH:7]=[CH:6][N:5]=[C:4]2[CH:8]=[C:9]([C:11]3[N:12]=[CH:13][N:14]([CH2:17][CH3:18])[C:15]=3[CH3:16])[S:10][C:3]=12.C(=O)([O-])[O-].[K+].[K+].[F:25][C:26]1[CH:31]=[C:30]([N+:32]([O-:34])=[O:33])[CH:29]=[CH:28][C:27]=1[OH:35].